From a dataset of Reaction yield outcomes from USPTO patents with 853,638 reactions. Predict the reaction yield, written as a fraction of the theoretical maximum amount of product (1.0 means a 100% yield; for example, 0.34 means a 34% yield). (1) The reactants are [Cl:1][C:2]1[CH:9]=[CH:8][CH:7]=[C:6]([N:10]2[CH2:14][CH2:13][CH2:12][CH2:11]2)[C:3]=1[CH:4]=O.[N:15]1([C:21]([O:23][C:24]([CH3:27])([CH3:26])[CH3:25])=[O:22])[CH2:20][CH2:19][NH:18][CH2:17][CH2:16]1.C(O[BH-](OC(=O)C)OC(=O)C)(=O)C.[Na+]. The catalyst is ClCCCl. The product is [Cl:1][C:2]1[CH:9]=[CH:8][CH:7]=[C:6]([N:10]2[CH2:14][CH2:13][CH2:12][CH2:11]2)[C:3]=1[CH2:4][N:18]1[CH2:17][CH2:16][N:15]([C:21]([O:23][C:24]([CH3:27])([CH3:26])[CH3:25])=[O:22])[CH2:20][CH2:19]1. The yield is 0.770. (2) The reactants are C([NH:5][S:6]([C:9]1[S:10][C:11]([C:14]2[CH:19]=[C:18]([C:20]3[N:25]=[C:24]([C:26]4[CH:31]=[CH:30][C:29]([F:32])=[C:28]([F:33])[CH:27]=4)[CH:23]=[C:22]([C:34]([F:37])([F:36])[F:35])[N:21]=3)[CH:17]=[CH:16][N:15]=2)=[CH:12][CH:13]=1)(=[O:8])=[O:7])(C)(C)C.C(O)(C(F)(F)F)=O. The catalyst is ClCCl. The product is [F:33][C:28]1[CH:27]=[C:26]([C:24]2[CH:23]=[C:22]([C:34]([F:35])([F:36])[F:37])[N:21]=[C:20]([C:18]3[CH:17]=[CH:16][N:15]=[C:14]([C:11]4[S:10][C:9]([S:6]([NH2:5])(=[O:7])=[O:8])=[CH:13][CH:12]=4)[CH:19]=3)[N:25]=2)[CH:31]=[CH:30][C:29]=1[F:32]. The yield is 0.240. (3) The reactants are [N:1]1[C:9]2[CH:8]=[CH:7][N:6]=[CH:5][C:4]=2[S:3][C:2]=1[C:10]1[CH:11]=[C:12]([CH:17]=[C:18]([NH:20][C:21](=[O:34])[C:22]2[CH:27]=[C:26]([O:28][CH3:29])[C:25]([O:30][CH3:31])=[C:24]([O:32][CH3:33])[CH:23]=2)[CH:19]=1)[C:13]([O:15]C)=[O:14].O.[OH-].[Na+].Cl. The catalyst is C1COCC1. The product is [N:1]1[C:9]2[CH:8]=[CH:7][N:6]=[CH:5][C:4]=2[S:3][C:2]=1[C:10]1[CH:11]=[C:12]([CH:17]=[C:18]([NH:20][C:21](=[O:34])[C:22]2[CH:23]=[C:24]([O:32][CH3:33])[C:25]([O:30][CH3:31])=[C:26]([O:28][CH3:29])[CH:27]=2)[CH:19]=1)[C:13]([OH:15])=[O:14]. The yield is 0.780. (4) The reactants are [NH2:1][C:2]1[CH:7]=[CH:6][C:5]([OH:8])=[C:4]([Cl:9])[CH:3]=1.C(=O)([O-])[O-].[K+].[K+].[CH2:16](Cl)[C:17]1[CH:22]=[CH:21][CH:20]=[CH:19][CH:18]=1.[OH-].[K+]. The catalyst is CC(C)=O.[Br-].C([N+](CCCC)(CCCC)CCCC)CCC. The product is [CH2:16]([O:8][C:5]1[CH:6]=[CH:7][C:2]([NH2:1])=[CH:3][C:4]=1[Cl:9])[C:17]1[CH:22]=[CH:21][CH:20]=[CH:19][CH:18]=1. The yield is 0.800. (5) The reactants are [NH2:1][C:2]1[CH:22]=[C:21]([C:23]2[N:27]=[C:26]([CH3:28])[O:25][N:24]=2)[CH:20]=[CH:19][C:3]=1[CH2:4][NH:5][C:6](=[O:18])[C:7]1[CH:12]=[C:11]([O:13][CH3:14])[C:10]([CH3:15])=[C:9]([O:16][CH3:17])[CH:8]=1.[N:29]1C=CC=[CH:31][CH:30]=1.Br.BrCCN.[OH-].[Na+]. The catalyst is CN(C=O)C.[I-].C([N+](CCCC)(CCCC)CCCC)CCC.O. The product is [NH2:29][CH2:30][CH2:31][NH:1][C:2]1[CH:22]=[C:21]([C:23]2[N:27]=[C:26]([CH3:28])[O:25][N:24]=2)[CH:20]=[CH:19][C:3]=1[CH2:4][NH:5][C:6](=[O:18])[C:7]1[CH:12]=[C:11]([O:13][CH3:14])[C:10]([CH3:15])=[C:9]([O:16][CH3:17])[CH:8]=1. The yield is 0.490. (6) The product is [C:1]([C:5]1[CH:13]=[CH:12][C:11]([NH2:14])=[CH:10][C:6]=1[C:7]([O:9][CH3:17])=[O:8])([CH3:4])([CH3:3])[CH3:2]. The reactants are [C:1]([C:5]1[CH:13]=[CH:12][C:11]([N+:14]([O-])=O)=[CH:10][C:6]=1[C:7]([O-:9])=[O:8])([CH3:4])([CH3:3])[CH3:2].[CH:17]([O-])=O.[K+]. The catalyst is CCO.O.[Pd]. The yield is 0.950. (7) The reactants are [OH:1][N:2]=[C:3](Cl)[C:4]1[C:8]([N:9]2[CH2:14][CH2:13][O:12][CH2:11][CH2:10]2)=[N:7][O:6][N:5]=1.[Br:16][C:17]1[CH:18]=[C:19]([CH:21]=[CH:22][C:23]=1[F:24])[NH2:20].C(N(CC)C(C)C)(C)C. The catalyst is C(O)C.C(#N)C. The product is [Br:16][C:17]1[CH:18]=[C:19]([NH:20][C:3]([C:4]2[C:8]([N:9]3[CH2:14][CH2:13][O:12][CH2:11][CH2:10]3)=[N:7][O:6][N:5]=2)=[N:2][OH:1])[CH:21]=[CH:22][C:23]=1[F:24]. The yield is 0.480.